Task: Predict the reactants needed to synthesize the given product.. Dataset: Full USPTO retrosynthesis dataset with 1.9M reactions from patents (1976-2016) (1) Given the product [Si:27]([O:26][CH2:25][CH:24]([F:34])[CH2:23][N:14]1[CH:15]=[C:11]([B:6]2[O:7][C:8]([CH3:9])([CH3:10])[C:4]([CH3:16])([CH3:3])[O:5]2)[CH:12]=[N:13]1)([C:30]([CH3:33])([CH3:32])[CH3:31])([CH3:29])[CH3:28], predict the reactants needed to synthesize it. The reactants are: [H-].[Na+].[CH3:3][C:4]1([CH3:16])[C:8]([CH3:10])([CH3:9])[O:7][B:6]([C:11]2[CH:12]=[N:13][NH:14][CH:15]=2)[O:5]1.FC(F)(F)S(O[CH2:23][CH:24]([F:34])[CH2:25][O:26][Si:27]([C:30]([CH3:33])([CH3:32])[CH3:31])([CH3:29])[CH3:28])(=O)=O. (2) Given the product [N+:1]([C:4]1[CH:5]=[CH:6][C:7]([C:11]([F:12])([F:13])[F:14])=[C:8]([NH:9][C:24](=[O:27])[CH:25]=[CH2:26])[CH:10]=1)([O-:3])=[O:2], predict the reactants needed to synthesize it. The reactants are: [N+:1]([C:4]1[CH:5]=[CH:6][C:7]([C:11]([F:14])([F:13])[F:12])=[C:8]([CH:10]=1)[NH2:9])([O-:3])=[O:2].C(N(C(C)C)CC)(C)C.[C:24](Cl)(=[O:27])[CH:25]=[CH2:26].C(=O)([O-])[O-].[K+].[K+]. (3) Given the product [N+:14]([C:11]1[CH:12]=[CH:13][C:8]([C:6]2[N:5]=[C:4]3[N:17]([CH2:20][C:21]([F:24])([F:23])[F:22])[N:18]=[CH:19][C:3]3=[C:2]([N:36]3[CH2:37][C@H:32]4[CH2:38][C@@H:35]3[CH2:34][O:33]4)[N:7]=2)=[CH:9][CH:10]=1)([O-:16])=[O:15], predict the reactants needed to synthesize it. The reactants are: Cl[C:2]1[N:7]=[C:6]([C:8]2[CH:13]=[CH:12][C:11]([N+:14]([O-:16])=[O:15])=[CH:10][CH:9]=2)[N:5]=[C:4]2[N:17]([CH2:20][C:21]([F:24])([F:23])[F:22])[N:18]=[CH:19][C:3]=12.FC(F)(F)C(O)=O.[C@@H:32]12[CH2:38][C@@H:35]([NH:36][CH2:37]1)[CH2:34][O:33]2.C(N(CC)CC)C. (4) Given the product [O:2]1[CH2:7][CH2:6][N:5]([C:8]2[CH:13]=[C:12]([C:14]3[CH:15]=[CH:16][CH:17]=[C:18]4[C:27]=3[O:26][C:25]3[CH:24]=[CH:23][C:22]([NH:28][CH:29]5[CH2:30][CH2:31][N:32]([CH2:42][C:43]#[N:44])[CH2:33][CH2:34]5)=[CH:21][C:20]=3[CH2:19]4)[NH:11][C:10](=[O:35])[CH:9]=2)[CH2:4][CH2:3]1, predict the reactants needed to synthesize it. The reactants are: Cl.[O:2]1[CH2:7][CH2:6][N:5]([C:8]2[CH:13]=[C:12]([C:14]3[C:27]4[O:26][C:25]5[C:20](=[CH:21][C:22]([NH:28][CH:29]6[CH2:34][CH2:33][NH:32][CH2:31][CH2:30]6)=[CH:23][CH:24]=5)[CH2:19][C:18]=4[CH:17]=[CH:16][CH:15]=3)[NH:11][C:10](=[O:35])[CH:9]=2)[CH2:4][CH2:3]1.C(=O)([O-])O.[Na+].Br[CH2:42][C:43]#[N:44]. (5) Given the product [N:18]1([C:21]2[CH:26]=[C:25]([CH2:27][O:28][C:29]3[C:58]([O:59][CH3:60])=[CH:57][C:32]4[C:33](=[O:56])[N:34]5[CH2:54][C:53](=[CH2:55])[CH2:52][C@H:35]5[CH:36]=[N:37][C:31]=4[CH:30]=3)[CH:24]=[C:23]([CH2:61][O:62][C:63]3[C:92]([O:93][CH3:94])=[CH:91][C:66]4[C:67](=[O:90])[N:68]5[CH2:88][C:87](=[CH2:89])[CH2:86][C@H:69]5[CH:70]=[N:71][C:65]=4[CH:64]=3)[CH:22]=2)[CH2:17][CH2:16][NH:15][CH2:20][CH2:19]1, predict the reactants needed to synthesize it. The reactants are: FC(F)(F)C(O)=O.C(OC([N:15]1[CH2:20][CH2:19][N:18]([C:21]2[CH:22]=[C:23]([CH2:61][O:62][C:63]3[C:92]([O:93][CH3:94])=[CH:91][C:66]4[C:67](=[O:90])[N:68]5[CH2:88][C:87](=[CH2:89])[CH2:86][C@H:69]5[C@H:70](OC5CCCCO5)[N:71](C(OC(C)(C)C)=O)[C:65]=4[CH:64]=3)[CH:24]=[C:25]([CH2:27][O:28][C:29]3[C:58]([O:59][CH3:60])=[CH:57][C:32]4[C:33](=[O:56])[N:34]5[CH2:54][C:53](=[CH2:55])[CH2:52][C@H:35]5[C@H:36](OC5CCCCO5)[N:37](C(OC(C)(C)C)=O)[C:31]=4[CH:30]=3)[CH:26]=2)[CH2:17][CH2:16]1)=O)(C)(C)C.C(=O)(O)[O-].[Na+]. (6) Given the product [Cl:18][C:13]1[CH:12]=[C:11]([CH2:10][CH2:9][CH2:8][C:5]2[CH:4]=[C:3]3[C:2](=[CH:7][CH:6]=2)[NH:1][C:26]2[C:22]([C:23]([OH:25])=[O:24])=[CH:21][C:29]([N+:30]([O-:32])=[O:31])=[CH:28][C:27]=2[O:19]3)[CH:16]=[CH:15][C:14]=1[Cl:17], predict the reactants needed to synthesize it. The reactants are: [NH2:1][C:2]1[CH:7]=[CH:6][C:5]([CH2:8][CH2:9][CH2:10][C:11]2[CH:16]=[CH:15][C:14]([Cl:17])=[C:13]([Cl:18])[CH:12]=2)=[CH:4][C:3]=1[OH:19].Cl[C:21]1[C:29]([N+:30]([O-:32])=[O:31])=[CH:28][C:27]([N+]([O-])=O)=[CH:26][C:22]=1[C:23]([OH:25])=[O:24].C([O-])(=O)C.[Na+].[OH-].[Na+]. (7) Given the product [CH3:27][C:18]1[CH:19]=[C:20]([CH:21]=[CH:22][CH:23]=1)[CH:2]=[C:3]1[C:9]2[CH:10]=[CH:11][CH:12]=[CH:13][C:8]=2[CH2:7][CH2:6][C:5]2[CH:14]=[CH:15][CH:16]=[CH:17][C:4]1=2, predict the reactants needed to synthesize it. The reactants are: Br[CH:2]=[C:3]1[C:9]2[CH:10]=[CH:11][CH:12]=[CH:13][C:8]=2[CH2:7][CH2:6][C:5]2[CH:14]=[CH:15][CH:16]=[CH:17][C:4]1=2.[C:18]1([CH3:27])[CH:23]=[CH:22][CH:21]=[C:20](B(O)O)[CH:19]=1. (8) Given the product [Cl:1][C:2]1[CH:3]=[C:4]2[C:9](=[CH:10][CH:11]=1)[C@@:8]1([CH2:17][O:16][C:15]3[CH:18]=[CH:19][C:20]([C:22]([NH:41][S:38]([C@@H:36]([C@@H:35]([CH3:34])[CH2:42][CH:43]=[CH2:44])[CH3:37])(=[O:39])=[O:40])=[O:23])=[CH:21][C:14]=3[N:13]([CH2:25][C@@H:26]3[CH2:29][CH2:28][C@H:27]3[C@@H:30]([OH:33])[CH:31]=[CH2:32])[CH2:12]1)[CH2:7][CH2:6][CH2:5]2, predict the reactants needed to synthesize it. The reactants are: [Cl:1][C:2]1[CH:3]=[C:4]2[C:9](=[CH:10][CH:11]=1)[C@@:8]1([CH2:17][O:16][C:15]3[CH:18]=[CH:19][C:20]([C:22](O)=[O:23])=[CH:21][C:14]=3[N:13]([CH2:25][C@@H:26]3[CH2:29][CH2:28][C@H:27]3[C@@H:30]([OH:33])[CH:31]=[CH2:32])[CH2:12]1)[CH2:7][CH2:6][CH2:5]2.[CH3:34][C@@H:35]([CH2:42][CH:43]=[CH2:44])[C@H:36]([S:38]([NH2:41])(=[O:40])=[O:39])[CH3:37].CCN=C=NCCCN(C)C.Cl. (9) Given the product [CH:10]([C:9]1[CH:12]=[CH:13][C:14]([O:16][CH2:17][C:18]2[C:19]([CH3:30])=[C:20]([C:24]3[CH:29]=[CH:28][CH:27]=[CH:26][CH:25]=3)[CH:21]=[CH:22][CH:23]=2)=[CH:15][C:8]=1[O:7][CH2:32][CH2:33][CH2:34][CH2:35][C:36]#[N:37])=[O:11], predict the reactants needed to synthesize it. The reactants are: C(=O)([O-])[O-].[Cs+].[Cs+].[OH:7][C:8]1[CH:15]=[C:14]([O:16][CH2:17][C:18]2[C:19]([CH3:30])=[C:20]([C:24]3[CH:29]=[CH:28][CH:27]=[CH:26][CH:25]=3)[CH:21]=[CH:22][CH:23]=2)[CH:13]=[CH:12][C:9]=1[CH:10]=[O:11].Cl[CH2:32][CH2:33][CH2:34][CH2:35][C:36]#[N:37]. (10) Given the product [CH2:21]([C:22]1[N:11]([C@@H:12]2[CH2:17][O:16][C@@H:15]([CH2:18][OH:19])[CH2:14][CH2:13]2)[C:3]2=[C:4]3[S:10][CH:9]=[CH:8][C:5]3=[N:6][CH:7]=[C:2]2[N:1]=1)[CH3:20], predict the reactants needed to synthesize it. The reactants are: [NH2:1][C:2]1[C:3]([NH:11][C@@H:12]2[CH2:17][O:16][C@@H:15]([CH2:18][OH:19])[CH2:14][CH2:13]2)=[C:4]2[S:10][CH:9]=[CH:8][C:5]2=[N:6][CH:7]=1.[CH3:20][CH2:21][CH3:22].